From a dataset of Forward reaction prediction with 1.9M reactions from USPTO patents (1976-2016). Predict the product of the given reaction. (1) Given the reactants [CH3:1][O:2][C:3]1[CH:8]=[CH:7][C:6]([CH:9]2[C:18]3[C:13](=[CH:14][CH:15]=[CH:16][CH:17]=3)[CH2:12][CH2:11][NH:10]2)=[CH:5][CH:4]=1.[F:19][C:20]1[CH:25]=[CH:24][C:23]([N:26]=[C:27]=[O:28])=[CH:22][CH:21]=1, predict the reaction product. The product is: [F:19][C:20]1[CH:25]=[CH:24][C:23]([NH:26][C:27]([N:10]2[CH2:11][CH2:12][C:13]3[C:18](=[CH:17][CH:16]=[CH:15][CH:14]=3)[CH:9]2[C:6]2[CH:5]=[CH:4][C:3]([O:2][CH3:1])=[CH:8][CH:7]=2)=[O:28])=[CH:22][CH:21]=1. (2) Given the reactants [CH3:1][N:2]([CH:10]1[CH2:14][CH2:13][NH:12][CH2:11]1)[C:3](=[O:9])[O:4][C:5]([CH3:8])([CH3:7])[CH3:6].C(N(CC)CC)C.Cl[C:23]1[CH:28]=[CH:27][C:26]([N+:29]([O-:31])=[O:30])=[CH:25][N:24]=1, predict the reaction product. The product is: [CH3:1][N:2]([CH:10]1[CH2:14][CH2:13][N:12]([C:23]2[CH:28]=[CH:27][C:26]([N+:29]([O-:31])=[O:30])=[CH:25][N:24]=2)[CH2:11]1)[C:3](=[O:9])[O:4][C:5]([CH3:8])([CH3:6])[CH3:7]. (3) Given the reactants [CH:1]1([CH2:6][CH:7]([N:11]2[C:16](=[O:17])[CH:15]=[C:14]([CH2:18][C:19]3[C:24]([F:25])=[CH:23][CH:22]=[CH:21][C:20]=3[F:26])[CH:13]=[N:12]2)[C:8]([OH:10])=O)[CH2:5][CH2:4][CH2:3][CH2:2]1.[NH2:27][C:28]1[CH:32]=[CH:31][N:30]([CH2:33][C:34]([CH3:37])([OH:36])[CH3:35])[N:29]=1, predict the reaction product. The product is: [CH:1]1([CH2:6][CH:7]([N:11]2[C:16](=[O:17])[CH:15]=[C:14]([CH2:18][C:19]3[C:24]([F:25])=[CH:23][CH:22]=[CH:21][C:20]=3[F:26])[CH:13]=[N:12]2)[C:8]([NH:27][C:28]2[CH:32]=[CH:31][N:30]([CH2:33][C:34]([OH:36])([CH3:35])[CH3:37])[N:29]=2)=[O:10])[CH2:5][CH2:4][CH2:3][CH2:2]1. (4) Given the reactants [NH2:1][CH:2]1[N:8]=[C:7]([C:9]2[CH:14]=[CH:13][CH:12]=[CH:11][CH:10]=2)[C:6]2[CH:15]=[C:16]([F:19])[CH:17]=[CH:18][C:5]=2[N:4]([CH3:20])[C:3]1=[O:21].[N:22]([C:25]1[CH:30]=[CH:29][C:28]([N:31]2[CH2:36][CH2:35][O:34][CH2:33][CH2:32]2)=[CH:27][C:26]=1[CH3:37])=[C:23]=[S:24], predict the reaction product. The product is: [F:19][C:16]1[CH:17]=[CH:18][C:5]2[N:4]([CH3:20])[C:3](=[O:21])[CH:2]([NH:1][C:23]([NH:22][C:25]3[CH:30]=[CH:29][C:28]([N:31]4[CH2:36][CH2:35][O:34][CH2:33][CH2:32]4)=[CH:27][C:26]=3[CH3:37])=[S:24])[N:8]=[C:7]([C:9]3[CH:10]=[CH:11][CH:12]=[CH:13][CH:14]=3)[C:6]=2[CH:15]=1. (5) Given the reactants [CH:1]1([CH:4]([C:11]2[C:16]([F:17])=[CH:15][N:14]=[C:13]([O:18][CH2:19][C:20]3[CH:25]=[CH:24][C:23]([C:26]4[CH:31]=[C:30]([O:32][CH3:33])[CH:29]=[CH:28][C:27]=4[F:34])=[C:22]([CH2:35][C:36]([CH3:39])([CH3:38])[CH3:37])[N:21]=3)[CH:12]=2)[CH2:5][C:6]([O:8]CC)=[O:7])[CH2:3][CH2:2]1.[OH-].[Na+].Cl, predict the reaction product. The product is: [CH:1]1([CH:4]([C:11]2[C:16]([F:17])=[CH:15][N:14]=[C:13]([O:18][CH2:19][C:20]3[CH:25]=[CH:24][C:23]([C:26]4[CH:31]=[C:30]([O:32][CH3:33])[CH:29]=[CH:28][C:27]=4[F:34])=[C:22]([CH2:35][C:36]([CH3:39])([CH3:38])[CH3:37])[N:21]=3)[CH:12]=2)[CH2:5][C:6]([OH:8])=[O:7])[CH2:2][CH2:3]1. (6) Given the reactants [CH3:1][C:2]1[C:6]([C:7]2[CH:12]=[C:11]([NH2:13])[C:10]([NH2:14])=[C:9]([C:15]3[C:24]([CH3:25])=[CH:23][CH:22]=[C:21]4[C:16]=3[CH:17]=[CH:18][CH:19]=[N:20]4)[CH:8]=2)=[C:5]([CH3:26])[O:4][N:3]=1.[C:27](OC)(OC)(OC)[O:28][CH3:29], predict the reaction product. The product is: [CH3:27][O:28][C:29]1[NH:13][C:11]2[CH:12]=[C:7]([C:6]3[C:2]([CH3:1])=[N:3][O:4][C:5]=3[CH3:26])[CH:8]=[C:9]([C:15]3[C:24]([CH3:25])=[CH:23][CH:22]=[C:21]4[C:16]=3[CH:17]=[CH:18][CH:19]=[N:20]4)[C:10]=2[N:14]=1. (7) The product is: [F:1][C:2]1[CH:3]=[CH:4][C:5]2[N:9]=[C:8]([CH:10]([NH:12][C:18]3[N:26]=[CH:25][N:24]=[C:23]4[C:19]=3[N:20]=[CH:21][NH:22]4)[CH3:11])[N:7]([CH:13]([CH3:15])[CH3:14])[C:6]=2[CH:16]=1. Given the reactants [F:1][C:2]1[CH:3]=[CH:4][C:5]2[N:9]=[C:8]([C@@H:10]([NH2:12])[CH3:11])[N:7]([CH:13]([CH3:15])[CH3:14])[C:6]=2[CH:16]=1.Cl[C:18]1[N:26]=[CH:25][N:24]=[C:23]2[C:19]=1[N:20]=[CH:21][N:22]2C1CCCCO1.CCN(C(C)C)C(C)C, predict the reaction product. (8) Given the reactants Br[C:2]1[CH:7]=[CH:6][CH:5]=[C:4]([O:8][CH3:9])[N:3]=1.[CH3:10][N:11](C=O)C, predict the reaction product. The product is: [CH3:9][O:8][C:4]1[N:3]=[C:2]([C:10]#[N:11])[CH:7]=[CH:6][CH:5]=1. (9) The product is: [C:1]([C:3]1([C:9]2[CH:10]=[C:11]([CH:16]=[CH:17][CH:18]=2)[C:12]([OH:14])=[O:13])[CH2:8][CH2:7][CH2:6][CH2:5][CH2:4]1)#[N:2]. Given the reactants [C:1]([C:3]1([C:9]2[CH:10]=[C:11]([CH:16]=[CH:17][CH:18]=2)[C:12]([O:14]C)=[O:13])[CH2:8][CH2:7][CH2:6][CH2:5][CH2:4]1)#[N:2].[OH-].[Li+].O1CCCC1.CO, predict the reaction product.